Dataset: Reaction yield outcomes from USPTO patents with 853,638 reactions. Task: Predict the reaction yield, written as a fraction of the theoretical maximum amount of product (1.0 means a 100% yield; for example, 0.34 means a 34% yield). (1) The reactants are [N:1]12[CH2:8][CH2:7][C:4]([C:9]([C:17]3[CH:22]=[CH:21][CH:20]=[CH:19][CH:18]=3)([C:11]3[CH:16]=[CH:15][CH:14]=[CH:13][CH:12]=3)[OH:10])([CH2:5][CH2:6]1)[CH2:3][CH2:2]2.[Br:23][CH2:24][CH2:25][CH2:26][O:27][C:28]1[CH:29]=[C:30]([CH:36]=[CH:37][CH:38]=1)[N:31]([CH2:34][CH3:35])[CH2:32][CH3:33]. The catalyst is CC#N. The product is [Br-:23].[CH2:34]([N:31]([CH2:32][CH3:33])[C:30]1[CH:29]=[C:28]([O:27][CH2:26][CH2:25][CH2:24][N+:1]23[CH2:6][CH2:5][C:4]([C:9]([OH:10])([C:17]4[CH:22]=[CH:21][CH:20]=[CH:19][CH:18]=4)[C:11]4[CH:12]=[CH:13][CH:14]=[CH:15][CH:16]=4)([CH2:3][CH2:2]2)[CH2:7][CH2:8]3)[CH:38]=[CH:37][CH:36]=1)[CH3:35]. The yield is 0.630. (2) The reactants are [Cl:1][C:2]1[CH:30]=[CH:29][C:5]([CH2:6][C:7]2[C:8]([C:27]#[N:28])=[C:9]([C:17]3[CH:22]=[CH:21][N:20]=[C:19]([NH:23]C(=O)C)[CH:18]=3)[S:10][C:11]=2[C:12]2[NH:16][CH:15]=[N:14][N:13]=2)=[CH:4][CH:3]=1.[OH-].[Na+]. The catalyst is O1CCCC1. The product is [NH2:23][C:19]1[CH:18]=[C:17]([C:9]2[S:10][C:11]([C:12]3[NH:16][CH:15]=[N:14][N:13]=3)=[C:7]([CH2:6][C:5]3[CH:4]=[CH:3][C:2]([Cl:1])=[CH:30][CH:29]=3)[C:8]=2[C:27]#[N:28])[CH:22]=[CH:21][N:20]=1. The yield is 0.300. (3) The reactants are C[O:2][C:3]1[C:11]2[O:10][C:9]([CH3:13])([CH3:12])[CH2:8][C:7]=2[C:6]([CH3:14])=[C:5]([N:15]2[CH2:20][CH2:19][N:18]([C:21]3[CH:26]=[CH:25][C:24]([CH3:27])=[CH:23][CH:22]=3)[CH2:17][CH2:16]2)[C:4]=1[CH3:28].Br.C(=O)([O-])O.[Na+]. The catalyst is C(O)(=O)C. The product is [CH3:12][C:9]1([CH3:13])[CH2:8][C:7]2[C:6]([CH3:14])=[C:5]([N:15]3[CH2:16][CH2:17][N:18]([C:21]4[CH:22]=[CH:23][C:24]([CH3:27])=[CH:25][CH:26]=4)[CH2:19][CH2:20]3)[C:4]([CH3:28])=[C:3]([OH:2])[C:11]=2[O:10]1. The yield is 0.160. (4) The reactants are O1[CH2:5][CH2:4][CH2:3]C1.[CH3:6][C:7](C)([O-])[CH3:8].[K+].[CH:12]1[C:24]2[CH2:23][C:22]3[C:17](=[CH:18][CH:19]=[CH:20][CH:21]=3)[C:16]=2[CH:15]=[CH:14][CH:13]=1.C(Br)CC. The catalyst is O.C(OCC)(=O)C. The product is [CH2:3]([C:23]1([CH2:6][CH2:7][CH3:8])[C:22]2[CH:21]=[CH:20][CH:19]=[CH:18][C:17]=2[C:16]2[C:24]1=[CH:12][CH:13]=[CH:14][CH:15]=2)[CH2:4][CH3:5]. The yield is 1.00. (5) The reactants are [Br:1][C:2]1[CH:3]=[C:4]([CH:7]=O)[O:5][CH:6]=1.[NH:9]1[CH2:14][CH2:13][O:12][CH2:11][CH2:10]1.C(O[BH-](OC(=O)C)OC(=O)C)(=O)C.[Na+]. The catalyst is C(Cl)Cl.CCOC(C)=O. The product is [Br:1][C:2]1[CH:3]=[C:4]([CH2:7][N:9]2[CH2:14][CH2:13][O:12][CH2:11][CH2:10]2)[O:5][CH:6]=1. The yield is 0.860.